This data is from P-glycoprotein inhibition data for predicting drug efflux from Broccatelli et al.. The task is: Regression/Classification. Given a drug SMILES string, predict its absorption, distribution, metabolism, or excretion properties. Task type varies by dataset: regression for continuous measurements (e.g., permeability, clearance, half-life) or binary classification for categorical outcomes (e.g., BBB penetration, CYP inhibition). Dataset: pgp_broccatelli. (1) The molecule is COc1ccc(CCNCCC[C@](C#N)(c2cc(OC)c(OC)c(OC)c2)C(C)C)cc1OC. The result is 1 (inhibitor). (2) The drug is CCCCCCC[C@H]1OC(=O)CC[C@H](Cc2ccccc2)N(C)C(=O)[C@H](C(C)C)OC(=O)[C@H]1C. The result is 1 (inhibitor). (3) The compound is CCCNC[C@H](O)Cn1c(C)c(C(=O)CCc2ccccc2)c(=O)n1-c1ccccc1. The result is 1 (inhibitor). (4) The drug is C=C1C(=O)O[C@@H]2[C@H]1CCC(C)=CCC[C@@]1(C)O[C@@H]21. The result is 0 (non-inhibitor).